Dataset: Forward reaction prediction with 1.9M reactions from USPTO patents (1976-2016). Task: Predict the product of the given reaction. (1) Given the reactants C([O:3][C:4](=[O:18])[CH:5]([P:7]([O:15]CC)([C:9]1[CH:14]=[CH:13][CH:12]=[CH:11][CH:10]=1)=[O:8])[OH:6])C, predict the reaction product. The product is: [OH:6][CH:5]([P:7]([OH:15])([C:9]1[CH:10]=[CH:11][CH:12]=[CH:13][CH:14]=1)=[O:8])[C:4]([OH:18])=[O:3]. (2) The product is: [Cl:14][C:4]1[CH:5]=[CH:6][N:1]=[C:2]([C:7]([OH:9])=[O:8])[CH:3]=1. Given the reactants [N:1]1[CH:6]=[CH:5][CH:4]=[CH:3][C:2]=1[C:7]([OH:9])=[O:8].[Br-].[Na+].S(Cl)([Cl:14])=O, predict the reaction product. (3) Given the reactants [Br:1]Br.[Cl:3][CH2:4][CH2:5][C:6]1[CH:11]=[CH:10][C:9]([OH:12])=[CH:8][CH:7]=1, predict the reaction product. The product is: [Br:1][C:10]1[CH:11]=[C:6]([CH2:5][CH2:4][Cl:3])[CH:7]=[CH:8][C:9]=1[OH:12]. (4) Given the reactants [OH:1][C@@H:2]([C@H:4]1[C:10](=[O:11])[N:9]2[C@@H:5]1[S:6][C:7]([C@H:18]1[CH2:22][CH2:21][CH2:20][O:19]1)=[C:8]2[C:12]([O:14]CC=C)=[O:13])[CH3:3].C1(P(C2C=CC=CC=2)C2C=CC=CC=2)C=CC=CC=1.[Na].C(C(CCCC)C([O-])=O)C.O, predict the reaction product. The product is: [CH3:3][C@@H:2]([OH:1])[C@H:4]1[C:10](=[O:11])[N:9]2[C:8]([C:12]([OH:14])=[O:13])=[C:7]([C@@H:18]3[O:19][CH2:20][CH2:21][CH2:22]3)[S:6][C@H:5]12. (5) Given the reactants [C:1](OC(=O)C)(=[O:3])[CH3:2].[NH2:8][CH:9]1[C:15](=[O:16])[N:14]2[CH:17]([C:21]([O:23][C:24]([CH3:27])([CH3:26])[CH3:25])=[O:22])[CH2:18][CH2:19][CH2:20][N:13]2[C:12](=[O:28])[CH2:11][CH2:10]1.C(N(C(C)C)CC)(C)C.C(Cl)Cl, predict the reaction product. The product is: [C:1]([NH:8][C@@H:9]1[C:15](=[O:16])[N:14]2[C@H:17]([C:21]([O:23][C:24]([CH3:25])([CH3:27])[CH3:26])=[O:22])[CH2:18][CH2:19][CH2:20][N:13]2[C:12](=[O:28])[CH2:11][CH2:10]1)(=[O:3])[CH3:2]. (6) Given the reactants [F:1][C:2]([F:11])([F:10])[C:3]1[N:8]=[CH:7][C:6]([OH:9])=[CH:5][N:4]=1.[F:12][C:13]1[CH:14]=[C:15]([CH:18]=[CH:19][C:20]=1F)[CH:16]=[O:17], predict the reaction product. The product is: [F:12][C:13]1[CH:14]=[C:15]([CH:18]=[CH:19][C:20]=1[O:9][C:6]1[CH:7]=[N:8][C:3]([C:2]([F:1])([F:10])[F:11])=[N:4][CH:5]=1)[CH:16]=[O:17].